Dataset: Full USPTO retrosynthesis dataset with 1.9M reactions from patents (1976-2016). Task: Predict the reactants needed to synthesize the given product. (1) Given the product [CH:15]([CH:2]1[C:3](=[O:19])[NH:4][C:5]2[CH:10]=[CH:9][C:8]([N+:11]([O-:13])=[O:12])=[CH:7][C:6]=2[O:14]1)([CH3:17])[CH3:16], predict the reactants needed to synthesize it. The reactants are: Br[CH:2]([CH:15]([CH3:17])[CH3:16])[CH2:3][N-:4][C:5]1[CH:10]=[CH:9][C:8]([N+:11]([O-:13])=[O:12])=[CH:7][C:6]=1[OH:14].C(=O)([O-])[O-:19].[K+].[K+].C(OCC)(=O)C.O. (2) Given the product [C:1]([NH:4][C:5]1[CH:10]=[CH:9][C:8]([C:11](=[O:17])[CH2:12][CH2:13][C:14]([OH:16])=[O:15])=[CH:7][CH:6]=1)(=[O:3])[CH3:2], predict the reactants needed to synthesize it. The reactants are: [C:1]([NH:4][C:5]1[CH:10]=[CH:9][CH:8]=[CH:7][CH:6]=1)(=[O:3])[CH3:2].[C:11]1(=[O:17])[O:16][C:14](=[O:15])[CH2:13][CH2:12]1.[Cl-].[Cl-].[Cl-].[Al+3]. (3) The reactants are: [N:1]12[CH2:8][C:5]([C:9]3[O:10][C:11]4[C:17]([C:18]([O:20]C)=O)=[CH:16][CH:15]=[CH:14][C:12]=4[N:13]=3)([CH2:6][CH2:7]1)[CH2:4][CH2:3][CH2:2]2.[NH3:22]. Given the product [N:1]12[CH2:8][C:5]([C:9]3[O:10][C:11]4[C:17]([C:18]([NH2:22])=[O:20])=[CH:16][CH:15]=[CH:14][C:12]=4[N:13]=3)([CH2:6][CH2:7]1)[CH2:4][CH2:3][CH2:2]2, predict the reactants needed to synthesize it. (4) Given the product [Cl:25][C:26]1[CH:32]=[CH:31][C:29]([NH:30][C:7]([CH:9]2[CH2:14][S:13][CH2:12][CH:11]([C:15]3[CH:20]=[CH:19][C:18]([O:21][CH3:22])=[C:17]([O:23][CH3:24])[CH:16]=3)[NH:10]2)=[O:8])=[CH:28][C:27]=1[O:33][CH3:34], predict the reactants needed to synthesize it. The reactants are: C[Al](C)C.CO[C:7]([CH:9]1[CH2:14][S:13][CH2:12][CH:11]([C:15]2[CH:20]=[CH:19][C:18]([O:21][CH3:22])=[C:17]([O:23][CH3:24])[CH:16]=2)[NH:10]1)=[O:8].[Cl:25][C:26]1[CH:32]=[CH:31][C:29]([NH2:30])=[CH:28][C:27]=1[O:33][CH3:34]. (5) The reactants are: Cl[C:2]1[CH:11]=[CH:10][C:9]2[CH2:8][CH2:7][CH2:6][C:5](=[O:12])[C:4]=2[N:3]=1.CC1(C)C(C)(C)OB([C:21]2[CH:22]=[N:23][N:24]([C:26]3[CH:27]=[N:28][CH:29]=[CH:30][CH:31]=3)[CH:25]=2)O1.C(=O)([O-])[O-].[Na+].[Na+]. Given the product [N:28]1[CH:29]=[CH:30][CH:31]=[C:26]([N:24]2[CH:25]=[C:21]([C:2]3[CH:11]=[CH:10][C:9]4[CH2:8][CH2:7][CH2:6][C:5](=[O:12])[C:4]=4[N:3]=3)[CH:22]=[N:23]2)[CH:27]=1, predict the reactants needed to synthesize it.